Dataset: Full USPTO retrosynthesis dataset with 1.9M reactions from patents (1976-2016). Task: Predict the reactants needed to synthesize the given product. (1) Given the product [C:14]([O:18][C:19](=[O:43])[CH:20]=[CH:21][C@@:22]([NH:35][C:36]([O:38][C:39]([CH3:42])([CH3:41])[CH3:40])=[O:37])([C:23](=[O:24])[NH:1][CH2:2][C:3](=[O:4])[NH:5][CH2:6][C:7]1[S:8][C:9]([C:12]#[N:13])=[CH:10][CH:11]=1)[CH2:26][C:27]1[CH:32]=[CH:31][CH:30]=[C:29]([C:33]#[N:34])[CH:28]=1)([CH3:17])([CH3:16])[CH3:15], predict the reactants needed to synthesize it. The reactants are: [NH2:1][CH2:2][C:3]([NH:5][CH2:6][C:7]1[S:8][C:9]([C:12]#[N:13])=[CH:10][CH:11]=1)=[O:4].[C:14]([O:18][C:19](=[O:43])[CH:20]=[CH:21][C@:22]([NH:35][C:36]([O:38][C:39]([CH3:42])([CH3:41])[CH3:40])=[O:37])([CH2:26][C:27]1[CH:32]=[CH:31][CH:30]=[C:29]([C:33]#[N:34])[CH:28]=1)[C:23](O)=[O:24])([CH3:17])([CH3:16])[CH3:15].CN(C(ON1N=NC2C=CC=NC1=2)=[N+](C)C)C.F[P-](F)(F)(F)(F)F.CCN(C(C)C)C(C)C. (2) Given the product [F:1][C:2]1[CH:7]=[CH:6][C:5]([C@H:8]([NH:10][C@H:11]2[CH2:15][CH2:14][C@@H:13]([C:16]3[CH:17]=[CH:18][C:19]([O:20][CH2:21][C:22]([NH:30][CH2:31][CH2:32][C:33]([NH2:35])=[O:34])=[O:23])=[CH:25][CH:26]=3)[CH2:12]2)[CH3:9])=[CH:4][C:3]=1[O:27][CH3:28], predict the reactants needed to synthesize it. The reactants are: [F:1][C:2]1[CH:7]=[CH:6][C:5]([C@H:8]([NH:10][C@H:11]2[CH2:15][CH2:14][C@@H:13]([C:16]3[CH:26]=[CH:25][C:19]([O:20][CH2:21][C:22](O)=[O:23])=[CH:18][CH:17]=3)[CH2:12]2)[CH3:9])=[CH:4][C:3]=1[O:27][CH3:28].Cl.[NH2:30][CH2:31][CH2:32][C:33]([NH2:35])=[O:34]. (3) The reactants are: C1C=CC(P(C2C(C3C(P(C4C=CC=CC=4)C4C=CC=CC=4)=CC=C4C=3C=CC=C4)=C3C(C=CC=C3)=CC=2)C2C=CC=CC=2)=CC=1.Br[C:48]1[CH:49]=[C:50]2[C:55](=[N:56][CH:57]=1)[N:54]=[C:53]([CH3:58])[C:52]([C:59]([NH:61][CH2:62][C:63]1[CH:68]=[CH:67][C:66]([C:69]([CH3:72])([CH3:71])[CH3:70])=[CH:65][CH:64]=1)=[O:60])=[CH:51]2.C1(C(C2C=CC=CC=2)=[NH:80])C=CC=CC=1.CC([O-])(C)C.[K+]. Given the product [NH2:80][C:48]1[CH:49]=[C:50]2[C:55](=[N:56][CH:57]=1)[N:54]=[C:53]([CH3:58])[C:52]([C:59]([NH:61][CH2:62][C:63]1[CH:68]=[CH:67][C:66]([C:69]([CH3:72])([CH3:71])[CH3:70])=[CH:65][CH:64]=1)=[O:60])=[CH:51]2, predict the reactants needed to synthesize it.